From a dataset of Experimentally validated miRNA-target interactions with 360,000+ pairs, plus equal number of negative samples. Binary Classification. Given a miRNA mature sequence and a target amino acid sequence, predict their likelihood of interaction. (1) The miRNA is hsa-miR-6720-5p with sequence UUCCAGCCCUGGUAGGCGCCGCG. The protein sequence of the target gene is MQAEDRSQFGSAAEMLSEQTAALGTGWESMNVQLDGAEPQVERGSQEERPWRTVPGPLEHLCCDLEEEPQSLQEKAQSAPWVPAIPQEGNTGDWEMAAALLAAGSQGLVTIKDVSLCFSQEEWRSLDPSQTDFYGEYVMQENCGIVVSLRFPIPKLDMLSQLEGGEEQWVPDPQDLEERDILRVTYTGDGSEHEGDTPELEAEPPRMLSSVSEDTVLWNPEHDESWDSMPSSSRGMLLGPPFLQEDSFSNLLCSTEMDSLLRPHTCPQCGKQFVWGSHLARHQQTHTGERPYSCLKCEKT.... Result: 1 (interaction). (2) The miRNA is hsa-miR-1279 with sequence UCAUAUUGCUUCUUUCU. The protein sequence of the target gene is MSGVWGAGGPRCQAALAVLASLCRARPPPLGLDVETCRSFELQSPEQSPSAADSGTSVSLLAVVVIVCGVALVAVFLFLFWKLCWMPWRKKEASSPSSANPASETLQSPSSRGNMADKLKDPSALGFLEAAVKISHTSPDIPAEVQMSVKEHIMRHTKLQRQTTEPASSTRHTSFKRHLPRQMHVSSVDYGNELPPAAAEQPTSIGRIKPELYKQKSVDGDDAKSEAAKSCGKINFSLRYDYESETLIVRILKAFDLPAKDFCGSSDPYVKIYLLPDRKCKLQTRVHRKTLNPTFDENFH.... Result: 0 (no interaction). (3) The miRNA is hsa-miR-4722-3p with sequence ACCUGCCAGCACCUCCCUGCAG. The protein sequence of the target gene is MEEILRKLQKEASGSKYKAIKESCTWALETLGGLDTIVKIPPHVLREKCLLPLQLALESKNVKLAQHALAGMQKLLSEERFVSMETDSDEKQLLNQILNAVKVTPSLNEDLQVEVMKVLLCITYTPTFDLNGSAVLKIAEVCIETYISSCHQRSINTAVRATLSQMLSDLTLQLRQRQENTIIENPDVPQDFGNQGSTVESLCDDVVSVLTVLCEKLQAAINDSQQLQLLYLECILSVLSSSSSSMHLHRRFTDLIWKNLCPALIVILGNPIHDKTITSAHTSSTSTSLESDSASPGVSD.... Result: 1 (interaction). (4) The miRNA is hsa-miR-4294 with sequence GGGAGUCUACAGCAGGG. The protein sequence of the target gene is MDPKLGRMAASLLAVLLLLLERGMFSSPSPPPALLEKVFQYIDLHQDEFVQTLKEWVAIESDSVQPVPRFRQELFRMMAVAADTLQRLGARVASVDMGPQQLPDGQSLPIPPIILAELGSDPTKGTVCFYGHLDVQPADRGDGWLTDPYVLTEVDGKLYGRGATDNKGPVLAWINAVSAFRALEQDLPVNIKFIIEGMEEAGSVALEELVEKEKDRFFSGVDYIVISDNLWISQRKPAITYGTRGNSYFMVEVKCRDQDFHSGTFGGILHEPMADLVALLGSLVDSSGHILVPGIYDEVV.... Result: 1 (interaction). (5) The miRNA is rno-let-7d-3p with sequence CUAUACGACCUGCUGCCUUUCU. The protein sequence of the target gene is MDPTVVLITGCSSGIGMHLAVRLASDRSQSFKVYATLRDLKAQGPLLEAARTQGCPPGSLEILELDVRDSKSVAAAQACVTEGRVDVLVCNAGRGLFGPLEAHELNAVGAVLDVNVLGTIRMLQAFLPDMKRRHSGRVLVTASVGGLMGLPFHEVYCASKFALEGLCESLAILLPLFGVHVSLIECGAVHTAFYEKLVGGPGGALERADAQTRHLFAHYLRGYEQALSEAQDPEEVTELFLTAMRAPQPALRYFSTNRFLPLARMRTEDPSGSSYVAAMHQEAFSNLQTQENAKAGAQVP.... Result: 0 (no interaction). (6) The miRNA is mmu-miR-7b-5p with sequence UGGAAGACUUGUGAUUUUGUUGUU. The protein sequence of the target gene is MNNKFDALKDDDSGDHDQNEENSTQKDGEKEKTDRDKSQSSGKRKAVVPGPAEHPLQYNYTFWYSRRTPGRPTSSQSYEQNIKQIGTFASVEQFWKFYSHMVRPGDLTGHSDFHLFKEGIKPMWEDDANKNGGKWIIRLRKGLASRCWENLILAMLGEQFMVGEEICGAVVSVRFQEDIISIWNKTASDQATTARIRDTLRRVLNLPPNTIMEYKTHTDSIKMPGRLGPQRLLFQNLWKPRLNVP. Result: 1 (interaction). (7) The miRNA is hsa-miR-5699-5p with sequence UGCCCCAACAAGGAAGGACAAG. The protein sequence of the target gene is MATPLAVNSAASLWGPYKDIWHKVGNALWRRQPEAVHLLDKILKKHKPDFISLFKNPPKNVQQHEKVQKASTEGVAIQGQQGTRLLPEQLIKEAFILSDLFDIGELAAVELLLAGEHQQPHFPGLTRGLVAVLLYWDGKRCIANSLKALIQSRRGKTWTLELSPELASMTTRFTDELMEQGLTYKVLTLVSQIDVNNEFEKLQRERGLGSEKHRKEVSDLIKECRQSLAESLFAWACQSPLGKEDTLLLIGHLERVTVEANGSLDAVNLALLMALLYCFDISFIEQSTEERDDMIHQLPL.... Result: 1 (interaction). (8) Result: 0 (no interaction). The protein sequence of the target gene is MSAQSLPAATPPTLKPPRIIRPRPPSRHRAPHSPGPLHNGSSPKALPQISNDASASVCTSIFWEPPTASLKPPALLPPSVSRTSLDSQTSPDSPSSTPSPSPVSRRSISPEPAPCSPVPPPKPSGSSRTPLPSGPTPLQDGSASAPGTVRRLAGKFEWGAEGKAQSSDSLERCSQGSTEVNGEKETPEAALSGNGSQENGTPDAALACPPCCPCVCHVAKPGLELRWVPVGSSEDILRIPCRASPLRASRSRINPPVISHPPVVLTSYRSTAERKLLPPLKPPKPTKVRQDISTSEELPQ.... The miRNA is mmu-miR-2139 with sequence AGCUGCGCUGCUCCUGGUAACUGC. (9) The miRNA is hsa-miR-4804-5p with sequence UUGGACGGUAAGGUUAAGCAA. The protein sequence of the target gene is MADAEKNAVAEKNNAVATKEVLAEAAAILEPVGLQEEAELPAKIMEEFMRNSRKKDKLLCSQLQVVNFLQTFLAQEDTEQSPDALASEDASRQKATETKEQWKDMKATYMDHVDVIKCALSEALPQVKEAHRKYTELQKAFEQLEAKKRVLEEKLQLAQKQWVLQQKRLQNLTKISAEVKRRRKRALEKLDGSHQELETLKQQAGQEQEKLQRNQSYLQLLCSLQNKLVISEGKAEDKDVKGRALTAKSKSP. Result: 0 (no interaction). (10) The miRNA is mmu-miR-804 with sequence UGUGAGUUGUUCCUCACCUGGA. The protein sequence of the target gene is MAGAAAGGRGGGAWGPGRGGAGGLRRGCSPPAPAGSPRAGLQPLRATIPFQLQQPHQRRDGGGRAASVPCSVAPEKSVCRPQPLQVRRTFSLDTILSSYLLGQWPRDADGAFTCCTNDKATQTPLSWQELEGERASSCAHKRSASWGSTDHRKEISKLKQQLQRTKLSRSGKEKERGSPLLGDHAVRGALRASPPSFPSGSPVLRLSPCLHRSLEGLNQELEEVFVKEQGEEELLRILDIPDGHRAPAPPQSGSCDHPLLLLEPGNLASSPSMSLASPQPCGLASHEEHRGAAEELASTP.... Result: 0 (no interaction).